Task: Predict the reaction yield, written as a fraction of the theoretical maximum amount of product (1.0 means a 100% yield; for example, 0.34 means a 34% yield).. Dataset: Reaction yield outcomes from USPTO patents with 853,638 reactions (1) The reactants are [Br:1][C:2]1[CH:7]=[CH:6][C:5]([F:8])=[C:4]([F:9])[C:3]=1[F:10].C([N-]C(C)C)(C)C.[Li+].[C:19](=[O:21])=[O:20]. The catalyst is C1COCC1. The product is [Br:1][C:2]1[C:3]([F:10])=[C:4]([F:9])[C:5]([F:8])=[C:6]([CH:7]=1)[C:19]([OH:21])=[O:20]. The yield is 0.820. (2) The reactants are [O:1]=[C:2]1[NH:7][C:6]([C:8]([O:10][CH3:11])=[O:9])=[CH:5][CH:4]=[CH:3]1.[C:12](=O)([O-])[O-].[K+].[K+].CI. The catalyst is CS(C)=O. The product is [CH3:12][N:7]1[C:2](=[O:1])[CH:3]=[CH:4][CH:5]=[C:6]1[C:8]([O:10][CH3:11])=[O:9]. The yield is 0.285. (3) The reactants are [CH2:1]([C:3]1[N:7]([C:8]2[CH:13]=[CH:12][C:11]([CH2:14][CH2:15][NH:16][C:17]([NH:19][S:20]([C:23]3[CH:28]=[CH:27][C:26]([CH3:29])=[CH:25][CH:24]=3)(=[O:22])=[O:21])=[O:18])=[CH:10][CH:9]=2)[C:6]2[CH:30]=[CH:31][C:32]([CH:34]([OH:36])[CH3:35])=[CH:33][C:5]=2[N:4]=1)[CH3:2].S(Cl)(Cl)=O.[CH2:41](N(CC)CC)C. The catalyst is C(Cl)Cl. The product is [CH2:1]([C:3]1[N:7]([C:8]2[CH:13]=[CH:12][C:11]([CH2:14][CH2:15][NH:16][C:17]([NH:19][S:20]([C:23]3[CH:28]=[CH:27][C:26]([CH3:29])=[CH:25][CH:24]=3)(=[O:22])=[O:21])=[O:18])=[CH:10][CH:9]=2)[C:6]2[CH:30]=[CH:31][C:32]([CH:34]([O:36][CH3:41])[CH3:35])=[CH:33][C:5]=2[N:4]=1)[CH3:2]. The yield is 0.890. (4) The reactants are Br[C:2](Br)=[CH:3][C:4]1[CH:9]=[CH:8][CH:7]=[C:6]([F:10])[CH:5]=1.C([Li])CCC.Cl[C:18]([O:20][CH3:21])=[O:19]. The catalyst is C1COCC1.C(=O)(O)[O-].[Na+]. The product is [CH3:21][O:20][C:18](=[O:19])[C:2]#[C:3][C:4]1[CH:9]=[CH:8][CH:7]=[C:6]([F:10])[CH:5]=1. The yield is 1.00. (5) The reactants are [CH3:1][O:2][C:3]1[CH:7]=[C:6]([C:8]([OH:10])=O)[N:5]([CH3:11])[N:4]=1.O1CCCC1.C(Cl)(=O)C(Cl)=O.[NH2:23][C:24]1[CH:25]=[C:26]([CH:43]=[CH:44][C:45]=1[F:46])[O:27][C:28]1[CH:29]=[CH:30][C:31]2[N:32]([CH:34]=[C:35]([NH:37][C:38]([CH:40]3[CH2:42][CH2:41]3)=[O:39])[N:36]=2)[N:33]=1. The catalyst is CN(C)C=O.CN1CCCC1=O. The product is [CH:40]1([C:38]([NH:37][C:35]2[N:36]=[C:31]3[CH:30]=[CH:29][C:28]([O:27][C:26]4[CH:43]=[CH:44][C:45]([F:46])=[C:24]([NH:23][C:8]([C:6]5[N:5]([CH3:11])[N:4]=[C:3]([O:2][CH3:1])[CH:7]=5)=[O:10])[CH:25]=4)=[N:33][N:32]3[CH:34]=2)=[O:39])[CH2:41][CH2:42]1. The yield is 0.360.